Dataset: Catalyst prediction with 721,799 reactions and 888 catalyst types from USPTO. Task: Predict which catalyst facilitates the given reaction. (1) Reactant: [CH3:1][N:2]([CH2:4][C:5]1[CH:10]=[CH:9][C:8]([C:11]2[N:19]3[C:14]([CH:15]=[CH:16][CH:17]=[CH:18]3)=[CH:13][C:12]=2[CH2:20][OH:21])=[CH:7][CH:6]=1)[CH3:3]. Product: [CH3:3][N:2]([CH2:4][C:5]1[CH:6]=[CH:7][C:8]([C:11]2[N:19]3[C:14]([CH:15]=[CH:16][CH:17]=[CH:18]3)=[CH:13][C:12]=2[CH:20]=[O:21])=[CH:9][CH:10]=1)[CH3:1]. The catalyst class is: 697. (2) The catalyst class is: 2. Reactant: ClC[C:3]([NH:5][CH2:6][C@@H:7]1[CH2:11][CH2:10][CH2:9][N:8]1[C:12](OC(C)(C)C)=O)=[O:4].C(O)(C(F)(F)F)=O.C(=O)([O-])[O-].[Na+].[Na+]. Product: [CH2:6]1[NH:5][C:3](=[O:4])[CH2:12][N:8]2[CH2:9][CH2:10][CH2:11][C@@H:7]12. (3) Reactant: [C:1](Cl)(=O)[O:2]C(Cl)(Cl)Cl.[NH2:9][C:10]1[CH:18]=[CH:17][CH:16]=[C:15]([CH3:19])[C:11]=1[C:12]([OH:14])=[O:13].C(OCC)C. Product: [CH3:19][C:15]1[C:11]2[C:12](=[O:14])[O:13][C:1](=[O:2])[NH:9][C:10]=2[CH:18]=[CH:17][CH:16]=1. The catalyst class is: 12. (4) Reactant: [Cl-].[Al+3].[Cl-].[Cl-].[S:5]1[C:9]2[CH:10]=[CH:11][CH:12]=[CH:13][C:8]=2[NH:7][C:6]1=[O:14].[Br:15][CH:16]([CH2:20][CH3:21])[C:17](Br)=[O:18]. Product: [Br:15][CH:16]([CH2:20][CH3:21])[C:17]([C:11]1[CH:12]=[CH:13][C:8]2[NH:7][C:6](=[O:14])[S:5][C:9]=2[CH:10]=1)=[O:18]. The catalyst class is: 2. (5) Reactant: [F:1][C:2]1[CH:3]=[CH:4][C:5]([O:14][CH3:15])=[C:6]([N:8]2[CH2:13][CH2:12][NH:11][CH2:10][CH2:9]2)[CH:7]=1.[C:16](#[N:19])[CH:17]=[CH2:18]. Product: [F:1][C:2]1[CH:3]=[CH:4][C:5]([O:14][CH3:15])=[C:6]([N:8]2[CH2:9][CH2:10][N:11]([CH2:18][CH2:17][C:16]#[N:19])[CH2:12][CH2:13]2)[CH:7]=1. The catalyst class is: 5. (6) Product: [N:1]1([C:19]([O:18][C:15]([CH3:17])([CH3:16])[CH3:14])=[O:20])[C:9]2[CH:8]=[CH:7][CH:6]=[C:5]([C:10]([O:12][CH3:13])=[O:11])[C:4]=2[CH2:3][CH2:2]1. The catalyst class is: 616. Reactant: [NH:1]1[C:9]2[CH:8]=[CH:7][CH:6]=[C:5]([C:10]([O:12][CH3:13])=[O:11])[C:4]=2[CH2:3][CH2:2]1.[CH3:14][C:15]([O:18][C:19](O[C:19]([O:18][C:15]([CH3:17])([CH3:16])[CH3:14])=[O:20])=[O:20])([CH3:17])[CH3:16]. (7) Reactant: [CH2:1]([C:5]1[CH:10]=[C:9]([O:11]C)[CH:8]=[C:7]([O:13]C)[CH:6]=1)[CH2:2][CH2:3][CH3:4].B(Br)(Br)Br. Product: [CH2:1]([C:5]1[CH:10]=[C:9]([OH:11])[CH:8]=[C:7]([OH:13])[CH:6]=1)[CH2:2][CH2:3][CH3:4]. The catalyst class is: 4. (8) Reactant: [F:1][C:2]([F:22])([F:21])[O:3][C:4]1[CH:9]=[CH:8][C:7]([S:10]([N:13]2[CH2:18][CH2:17][CH:16]([CH:19]=O)[CH2:15][CH2:14]2)(=[O:12])=[O:11])=[CH:6][CH:5]=1.C(OP([CH:31]([O:37][CH3:38])[C:32]([O:34][CH2:35][CH3:36])=[O:33])(OCC)=O)C.CN1CCCN(C)C1=O.[H-].[Na+]. The catalyst class is: 1. Product: [CH3:38][O:37]/[C:31](=[CH:19]\[CH:16]1[CH2:15][CH2:14][N:13]([S:10]([C:7]2[CH:6]=[CH:5][C:4]([O:3][C:2]([F:22])([F:21])[F:1])=[CH:9][CH:8]=2)(=[O:11])=[O:12])[CH2:18][CH2:17]1)/[C:32]([O:34][CH2:35][CH3:36])=[O:33].[CH3:38][O:37]/[C:31](=[CH:19]/[CH:16]1[CH2:15][CH2:14][N:13]([S:10]([C:7]2[CH:6]=[CH:5][C:4]([O:3][C:2]([F:22])([F:21])[F:1])=[CH:9][CH:8]=2)(=[O:11])=[O:12])[CH2:18][CH2:17]1)/[C:32]([O:34][CH2:35][CH3:36])=[O:33].